From a dataset of Full USPTO retrosynthesis dataset with 1.9M reactions from patents (1976-2016). Predict the reactants needed to synthesize the given product. (1) Given the product [NH2:37][C:35]1[N:34]=[CH:33][N:32]=[C:31]2[N:30]([C@H:38]3[CH2:43][CH2:42][C@@H:41]([N:44]4[CH2:45][CH2:46][N:47]([CH3:50])[CH2:48][CH2:49]4)[CH2:40][CH2:39]3)[N:29]=[C:28]([C:13]3[CH:12]=[CH:11][C:10]([NH:9][C:7]4[S:8][C:4]5[CH:3]=[C:2]([Cl:1])[CH:26]=[CH:25][C:5]=5[N:6]=4)=[CH:15][CH:14]=3)[C:36]=12, predict the reactants needed to synthesize it. The reactants are: [Cl:1][C:2]1[CH:26]=[CH:25][C:5]2[N:6]=[C:7]([NH:9][C:10]3[CH:15]=[CH:14][C:13](B4OC(C)(C)C(C)(C)O4)=[CH:12][CH:11]=3)[S:8][C:4]=2[CH:3]=1.I[C:28]1[C:36]2[C:31](=[N:32][CH:33]=[N:34][C:35]=2[NH2:37])[N:30]([C@H:38]2[CH2:43][CH2:42][C@@H:41]([N:44]3[CH2:49][CH2:48][N:47]([CH3:50])[CH2:46][CH2:45]3)[CH2:40][CH2:39]2)[N:29]=1.C(=O)([O-])[O-].[Na+].[Na+]. (2) The reactants are: [C:1]([O:5][C:6]([N:8]1[CH2:13][CH2:12][C:11]([C:16]2[CH:21]=[CH:20][CH:19]=[C:18](Cl)[CH:17]=2)([C:14]#[N:15])[CH2:10][CH2:9]1)=[O:7])([CH3:4])([CH3:3])[CH3:2].[CH3:23][N:24]1[CH:28]=[C:27](B2OC(C)(C)C(C)(C)O2)[CH:26]=[N:25]1.P([O-])([O-])([O-])=O.[K+].[K+].[K+].C(O)C. Given the product [C:1]([O:5][C:6]([N:8]1[CH2:13][CH2:12][C:11]([C:14]#[N:15])([C:16]2[CH:21]=[CH:20][CH:19]=[C:18]([C:27]3[CH:26]=[N:25][N:24]([CH3:23])[CH:28]=3)[CH:17]=2)[CH2:10][CH2:9]1)=[O:7])([CH3:4])([CH3:3])[CH3:2], predict the reactants needed to synthesize it. (3) Given the product [CH3:40][C:31]1[N:32]=[C:33]([C:35]([O:37][CH2:38][CH3:39])=[O:36])[S:34][C:30]=1[C:23]1[CH:24]=[CH:25][C:20]2[N:21]([C:17]([C:15](=[O:16])[NH:14][C:3]3[CH:4]=[C:5]([C:8]4[N:12]=[C:11]([CH3:13])[O:10][N:9]=4)[CH:6]=[CH:7][C:2]=3[CH3:1])=[CH:18][N:19]=2)[CH:22]=1, predict the reactants needed to synthesize it. The reactants are: [CH3:1][C:2]1[CH:7]=[CH:6][C:5]([C:8]2[N:12]=[C:11]([CH3:13])[O:10][N:9]=2)=[CH:4][C:3]=1[NH:14][C:15]([C:17]1[N:21]2[CH:22]=[C:23](B(O)O)[CH:24]=[CH:25][C:20]2=[N:19][CH:18]=1)=[O:16].Br[C:30]1[S:34][C:33]([C:35]([O:37][CH2:38][CH3:39])=[O:36])=[N:32][C:31]=1[CH3:40].C(=O)([O-])[O-].[Cs+].[Cs+]. (4) Given the product [C:21]([OH:33])(=[O:32])[CH2:22][C:23]([CH2:28][C:29]([OH:31])=[O:30])([C:25]([OH:27])=[O:26])[OH:24].[CH3:19][N:18]([CH3:20])[CH:16]([CH3:17])[C:14]([O:13][CH2:12][CH2:11][CH2:10][CH2:9][CH2:8][CH2:7][CH2:6][CH2:5][CH2:4][CH2:3][CH2:2][CH3:1])=[O:15], predict the reactants needed to synthesize it. The reactants are: [CH3:1][CH2:2][CH2:3][CH2:4][CH2:5][CH2:6][CH2:7][CH2:8][CH2:9][CH2:10][CH2:11][CH2:12][O:13][C:14]([CH:16]([N:18]([CH3:20])[CH3:19])[CH3:17])=[O:15].[C:21]([OH:33])(=[O:32])[CH2:22][C:23]([CH2:28][C:29]([OH:31])=[O:30])([C:25]([OH:27])=[O:26])[OH:24]. (5) Given the product [N+:33]([C:36]1[CH:37]=[CH:38][C:39]([C:42]2[C:46]([C:2]3[CH:7]=[CH:6][N:5]=[C:4]4[N:8]([S:24]([C:27]5[CH:28]=[CH:29][CH:30]=[CH:31][CH:32]=5)(=[O:26])=[O:25])[C:9]([C:11]5[CH:12]=[CH:13][C:14]([CH2:17][N:18]6[CH2:19][CH2:20][O:21][CH2:22][CH2:23]6)=[CH:15][CH:16]=5)=[CH:10][C:3]=34)=[CH:45][N:44]([CH2:56][CH2:57][OH:58])[N:43]=2)=[CH:40][CH:41]=1)([O-:35])=[O:34], predict the reactants needed to synthesize it. The reactants are: Br[C:2]1[CH:7]=[CH:6][N:5]=[C:4]2[N:8]([S:24]([C:27]3[CH:32]=[CH:31][CH:30]=[CH:29][CH:28]=3)(=[O:26])=[O:25])[C:9]([C:11]3[CH:16]=[CH:15][C:14]([CH2:17][N:18]4[CH2:23][CH2:22][O:21][CH2:20][CH2:19]4)=[CH:13][CH:12]=3)=[CH:10][C:3]=12.[N+:33]([C:36]1[CH:41]=[CH:40][C:39]([C:42]2[C:46](B3OC(C)(C)C(C)(C)O3)=[CH:45][N:44]([CH2:56][CH2:57][OH:58])[N:43]=2)=[CH:38][CH:37]=1)([O-:35])=[O:34]. (6) Given the product [CH3:13][C:14]1[NH:12][C:10](=[O:11])[C:9]([C:7]#[N:8])=[C:16]([CH2:17][CH2:18][CH3:19])[CH:15]=1, predict the reactants needed to synthesize it. The reactants are: CC([O-])(C)C.[K+].[C:7]([CH2:9][C:10]([NH2:12])=[O:11])#[N:8].[CH3:13][C:14](=O)/[CH:15]=[CH:16]/[CH2:17][CH2:18][CH3:19].O=O.Cl. (7) Given the product [O:5]1[CH:9]=[CH:8][C:7]([CH:10]=[CH:4][N+:1]([O-:3])=[O:2])=[CH:6]1, predict the reactants needed to synthesize it. The reactants are: [N+:1]([CH3:4])([O-:3])=[O:2].[O:5]1[CH:9]=[CH:8][C:7]([CH:10]=O)=[CH:6]1.[OH-].[Na+].Cl. (8) The reactants are: [F:1][C:2]([F:11])([F:10])[C:3]1[CH:9]=[CH:8][C:6]([NH2:7])=[CH:5][CH:4]=1.C([O-])(O)=O.[Na+].[CH3:17][C:18]1[O:22][N:21]=[CH:20][C:19]=1[C:23](Cl)=[O:24]. Given the product [CH3:17][C:18]1[O:22][N:21]=[CH:20][C:19]=1[C:23]([NH:7][C:6]1[CH:5]=[CH:4][C:3]([C:2]([F:10])([F:11])[F:1])=[CH:9][CH:8]=1)=[O:24], predict the reactants needed to synthesize it.